This data is from Catalyst prediction with 721,799 reactions and 888 catalyst types from USPTO. The task is: Predict which catalyst facilitates the given reaction. The catalyst class is: 16. Product: [CH2:7]([CH:8]([CH2:9][C:10]#[CH:11])[CH2:12][CH2:13][CH:21]([S:18]([CH2:17][CH2:16][C:15]([F:14])([F:24])[F:25])(=[O:19])=[O:20])[C:22]#[N:23])[CH3:6]. Reactant: CS(O[CH2:6][CH2:7][CH:8]([CH2:12][CH3:13])[CH2:9][C:10]#[CH:11])(=O)=O.[F:14][C:15]([F:25])([F:24])[CH2:16][CH2:17][S:18]([CH2:21][C:22]#[N:23])(=[O:20])=[O:19].C(=O)([O-])[O-].[K+].[K+].Cl.